This data is from Peptide-MHC class II binding affinity with 134,281 pairs from IEDB. The task is: Regression. Given a peptide amino acid sequence and an MHC pseudo amino acid sequence, predict their binding affinity value. This is MHC class II binding data. The peptide sequence is IEDVQTDIPSEPWNT. The MHC is HLA-DQA10201-DQB10303 with pseudo-sequence HLA-DQA10201-DQB10303. The binding affinity (normalized) is 0.240.